This data is from Full USPTO retrosynthesis dataset with 1.9M reactions from patents (1976-2016). The task is: Predict the reactants needed to synthesize the given product. (1) The reactants are: Cl.[CH2:2]([C:4]1[N:8]=[C:7]([CH2:9][N:10]2[C:15]3[CH:16]=[C:17]([C:19]4[CH:24]=[CH:23][C:22]([F:25])=[CH:21][C:20]=4[O:26][CH3:27])[S:18][C:14]=3[C:13](=[O:28])[N:12]([CH:29]3[CH2:34][CH2:33][NH:32][CH2:31][CH2:30]3)[C:11]2=[O:35])[O:6][N:5]=1)[CH3:3].[CH2:36]([O:38][C:39]1[C:48]([O:49][CH3:50])=[CH:47][C:46]2[C:45]([C:51]3[CH:59]=[CH:58][C:54]([C:55](O)=[O:56])=[CH:53][CH:52]=3)=[N:44][C@@H:43]3[CH2:60][CH2:61][S:62][CH2:63][C@@H:42]3[C:41]=2[CH:40]=1)[CH3:37].CN(C(ON1N=NC2C=CC=CC1=2)=[N+](C)C)C.F[P-](F)(F)(F)(F)F.CCN(C(C)C)C(C)C. Given the product [CH2:36]([O:38][C:39]1[C:48]([O:49][CH3:50])=[CH:47][C:46]2[C:45]([C:51]3[CH:52]=[CH:53][C:54]([C:55]([N:32]4[CH2:33][CH2:34][CH:29]([N:12]5[C:13](=[O:28])[C:14]6[S:18][C:17]([C:19]7[CH:24]=[CH:23][C:22]([F:25])=[CH:21][C:20]=7[O:26][CH3:27])=[CH:16][C:15]=6[N:10]([CH2:9][C:7]6[O:6][N:5]=[C:4]([CH2:2][CH3:3])[N:8]=6)[C:11]5=[O:35])[CH2:30][CH2:31]4)=[O:56])=[CH:58][CH:59]=3)=[N:44][C@@H:43]3[CH2:60][CH2:61][S:62][CH2:63][C@@H:42]3[C:41]=2[CH:40]=1)[CH3:37], predict the reactants needed to synthesize it. (2) Given the product [CH3:47][O:48][C:49]1[CH:50]=[C:51]([C:57]2[C@@H:66]3[C@@H:61]([CH2:62][CH2:63][CH2:64][CH2:65]3)[C:60](=[O:67])[N:59]([CH:68]3[CH2:69][CH2:70][N:71]([C:16](=[O:18])[C@@H:9]([NH:8][C:6](=[O:7])[O:5][C:1]([CH3:2])([CH3:3])[CH3:4])[CH2:10][C:11]4[N:12]=[CH:13][S:14][CH:15]=4)[CH2:72][CH2:73]3)[N:58]=2)[CH:52]=[CH:53][C:54]=1[O:55][CH3:56], predict the reactants needed to synthesize it. The reactants are: [C:1]([O:5][C:6]([NH:8][C@H:9]([C:16]([OH:18])=O)[CH2:10][C:11]1[N:12]=[CH:13][S:14][CH:15]=1)=[O:7])([CH3:4])([CH3:3])[CH3:2].CCOC(C(C#N)=NOC(N1CCOCC1)=[N+](C)C)=O.F[P-](F)(F)(F)(F)F.Cl.[CH3:47][O:48][C:49]1[CH:50]=[C:51]([C:57]2[C@@H:66]3[C@@H:61]([CH2:62][CH2:63][CH2:64][CH2:65]3)[C:60](=[O:67])[N:59]([CH:68]3[CH2:73][CH2:72][NH:71][CH2:70][CH2:69]3)[N:58]=2)[CH:52]=[CH:53][C:54]=1[O:55][CH3:56].CCN(C(C)C)C(C)C.C(=O)(O)[O-].[Na+]. (3) Given the product [C:1]([O:5][C@@H:6]([C:12]1[C:13]([CH3:44])=[N:14][C:15]2[N:16]([N:30]=[C:31]([C:33](=[O:43])[NH:34][CH2:35][C:36]3[CH:37]=[CH:38][C:39]([F:42])=[CH:40][CH:41]=3)[CH:32]=2)[C:17]=1[C:18]1[C:19]([CH3:29])=[C:20]2[C:25](=[C:26]([F:28])[CH:27]=1)[O:24][CH2:23][CH2:22][CH2:21]2)[C:7]([OH:9])=[O:8])([CH3:4])([CH3:3])[CH3:2], predict the reactants needed to synthesize it. The reactants are: [C:1]([O:5][C@@H:6]([C:12]1[C:13]([CH3:44])=[N:14][C:15]2[N:16]([N:30]=[C:31]([C:33](=[O:43])[NH:34][CH2:35][C:36]3[CH:41]=[CH:40][C:39]([F:42])=[CH:38][CH:37]=3)[CH:32]=2)[C:17]=1[C:18]1[C:19]([CH3:29])=[C:20]2[C:25](=[C:26]([F:28])[CH:27]=1)[O:24][CH2:23][CH2:22][CH2:21]2)[C:7]([O:9]CC)=[O:8])([CH3:4])([CH3:3])[CH3:2].[OH-].[Na+]. (4) Given the product [CH3:1][O:2][C:3]1[CH:11]=[C:10]([N+:12]([O-:14])=[O:13])[CH:9]=[CH:8][C:4]=1[C:5]([N:22]1[CH2:23][CH2:24][N:19]([CH:17]2[CH2:18][O:15][CH2:16]2)[CH2:20][CH2:21]1)=[O:7], predict the reactants needed to synthesize it. The reactants are: [CH3:1][O:2][C:3]1[CH:11]=[C:10]([N+:12]([O-:14])=[O:13])[CH:9]=[CH:8][C:4]=1[C:5]([OH:7])=O.[O:15]1[CH2:18][CH:17]([N:19]2[CH2:24][CH2:23][NH:22][CH2:21][CH2:20]2)[CH2:16]1.C(N(CC)C(C)C)(C)C.CCCP(=O)=O. (5) Given the product [Cl:17][C:4]1[N:3]=[C:2]2[C:7]([C:8](=[O:15])[C:9]([C:10]([OH:12])=[O:11])=[CH:18][N:25]2[CH:22]2[CH2:24][CH2:23]2)=[CH:6][C:5]=1[F:16], predict the reactants needed to synthesize it. The reactants are: Cl[C:2]1[C:7]([C:8](=[O:15])[CH2:9][C:10]([O:12]CC)=[O:11])=[CH:6][C:5]([F:16])=[C:4]([Cl:17])[N:3]=1.[C:18](O)(=O)C.[CH:22]1([NH2:25])[CH2:24][CH2:23]1. (6) Given the product [CH3:8][O:9][C:10]([C:12]1[NH:13][CH:14]=[C:15]([CH2:17][CH2:18][C:19]2[CH:24]=[CH:23][CH:22]=[CH:21][CH:20]=2)[CH:16]=1)=[O:11], predict the reactants needed to synthesize it. The reactants are: C([SiH](CC)CC)C.[CH3:8][O:9][C:10]([C:12]1[NH:13][CH:14]=[C:15]([C:17](=O)[CH2:18][C:19]2[CH:24]=[CH:23][CH:22]=[CH:21][CH:20]=2)[CH:16]=1)=[O:11].